Dataset: Merck oncology drug combination screen with 23,052 pairs across 39 cell lines. Task: Regression. Given two drug SMILES strings and cell line genomic features, predict the synergy score measuring deviation from expected non-interaction effect. (1) Drug 1: COc1cccc2c1C(=O)c1c(O)c3c(c(O)c1C2=O)CC(O)(C(=O)CO)CC3OC1CC(N)C(O)C(C)O1. Drug 2: O=C(O)C1(Cc2cccc(Nc3nccs3)n2)CCC(Oc2cccc(Cl)c2F)CC1. Cell line: UWB1289BRCA1. Synergy scores: synergy=-11.7. (2) Drug 1: CN1C(=O)C=CC2(C)C3CCC4(C)C(NC(=O)OCC(F)(F)F)CCC4C3CCC12. Drug 2: NC(=O)c1cccc2cn(-c3ccc(C4CCCNC4)cc3)nc12. Cell line: SW620. Synergy scores: synergy=9.91. (3) Drug 1: O=P1(N(CCCl)CCCl)NCCCO1. Drug 2: CCN(CC)CCNC(=O)c1c(C)[nH]c(C=C2C(=O)Nc3ccc(F)cc32)c1C. Cell line: OV90. Synergy scores: synergy=3.90. (4) Drug 1: O=S1(=O)NC2(CN1CC(F)(F)F)C1CCC2Cc2cc(C=CCN3CCC(C(F)(F)F)CC3)ccc2C1. Drug 2: O=c1[nH]cc(F)c(=O)[nH]1. Cell line: SW837. Synergy scores: synergy=1.08. (5) Drug 1: CNC(=O)c1cc(Oc2ccc(NC(=O)Nc3ccc(Cl)c(C(F)(F)F)c3)cc2)ccn1. Drug 2: Cn1cc(-c2cnn3c(N)c(Br)c(C4CCCNC4)nc23)cn1. Cell line: COLO320DM. Synergy scores: synergy=2.02. (6) Drug 1: COc1cc(C2c3cc4c(cc3C(OC3OC5COC(C)OC5C(O)C3O)C3COC(=O)C23)OCO4)cc(OC)c1O. Drug 2: O=C(O)C1(Cc2cccc(Nc3nccs3)n2)CCC(Oc2cccc(Cl)c2F)CC1. Cell line: RKO. Synergy scores: synergy=29.6. (7) Drug 1: Nc1ccn(C2OC(CO)C(O)C2(F)F)c(=O)n1. Drug 2: COC1=C2CC(C)CC(OC)C(O)C(C)C=C(C)C(OC(N)=O)C(OC)C=CC=C(C)C(=O)NC(=CC1=O)C2=O. Cell line: LNCAP. Synergy scores: synergy=-4.27. (8) Drug 1: CN1C(=O)C=CC2(C)C3CCC4(C)C(NC(=O)OCC(F)(F)F)CCC4C3CCC12. Drug 2: O=C(CCCCCCC(=O)Nc1ccccc1)NO. Cell line: OVCAR3. Synergy scores: synergy=36.6.